From a dataset of Peptide-MHC class II binding affinity with 134,281 pairs from IEDB. Regression. Given a peptide amino acid sequence and an MHC pseudo amino acid sequence, predict their binding affinity value. This is MHC class II binding data. (1) The MHC is DRB1_0401 with pseudo-sequence DRB1_0401. The binding affinity (normalized) is 0. The peptide sequence is IDGVKLESMGVYQILAIYSTVASSL. (2) The peptide sequence is LRAEQASQEVKNWMTETL. The MHC is DRB1_0401 with pseudo-sequence DRB1_0401. The binding affinity (normalized) is 0.159. (3) The peptide sequence is HDWILADKRPTAWFL. The MHC is HLA-DQA10501-DQB10402 with pseudo-sequence HLA-DQA10501-DQB10402. The binding affinity (normalized) is 0.436. (4) The peptide sequence is EKKYFAATQFEPLDA. The MHC is HLA-DPA10201-DPB10101 with pseudo-sequence HLA-DPA10201-DPB10101. The binding affinity (normalized) is 0.972. (5) The peptide sequence is EKKYFAATQFEPLAM. The MHC is HLA-DPA10103-DPB10601 with pseudo-sequence HLA-DPA10103-DPB10601. The binding affinity (normalized) is 0.661. (6) The peptide sequence is MMGKREKKLSEFGKA. The MHC is HLA-DQA10201-DQB10303 with pseudo-sequence HLA-DQA10201-DQB10303. The binding affinity (normalized) is 0. (7) The peptide sequence is RTFVATFGAASNKAF. The MHC is DRB1_0101 with pseudo-sequence DRB1_0101. The binding affinity (normalized) is 0.897.